This data is from Forward reaction prediction with 1.9M reactions from USPTO patents (1976-2016). The task is: Predict the product of the given reaction. Given the reactants [CH2:1]([OH:8])[C:2]1[CH:7]=[CH:6][CH:5]=[CH:4][CH:3]=1.[H-].[Na+].F[C:12]1[CH:21]=[C:20]2[C:15]([C:16](=[O:22])[NH:17][CH:18]=[N:19]2)=[CH:14][CH:13]=1, predict the reaction product. The product is: [CH2:1]([O:8][C:12]1[CH:21]=[C:20]2[C:15]([C:16](=[O:22])[NH:17][CH:18]=[N:19]2)=[CH:14][CH:13]=1)[C:2]1[CH:7]=[CH:6][CH:5]=[CH:4][CH:3]=1.